This data is from Catalyst prediction with 721,799 reactions and 888 catalyst types from USPTO. The task is: Predict which catalyst facilitates the given reaction. (1) Reactant: [Cl:1][C:2]1[N:3]=[C:4]([C:9]([NH:11][C@H:12]2[CH2:17][CH2:16][N:15]([C:18]3[S:22][C:21]([CH3:23])=[C:20]([C:24]([O:26]C)=[O:25])[CH:19]=3)[CH2:14][C@H:13]2[O:28][CH3:29])=[O:10])[NH:5][C:6]=1[CH2:7][CH3:8].[OH-].[Li+]. Product: [Cl:1][C:2]1[N:3]=[C:4]([C:9]([NH:11][C@H:12]2[CH2:17][CH2:16][N:15]([C:18]3[S:22][C:21]([CH3:23])=[C:20]([C:24]([OH:26])=[O:25])[CH:19]=3)[CH2:14][C@H:13]2[O:28][CH3:29])=[O:10])[NH:5][C:6]=1[CH2:7][CH3:8]. The catalyst class is: 92. (2) Reactant: [NH2:1][C:2]1[C:3]([F:22])=[CH:4][C:5]([C@@H:15]2[CH2:17][C@H:16]2[C:18]([F:21])([F:20])[F:19])=[C:6]([N:8]2[C:12](=[O:13])[N:11]([CH3:14])[N:10]=[N:9]2)[CH:7]=1.Cl.Cl[C:25]1[N:30]=[C:29]([NH:31][CH:32]2[CH2:37][C:36]([CH3:39])([CH3:38])[NH:35][C:34]([CH3:41])([CH3:40])[CH2:33]2)[C:28]([F:42])=[CH:27][N:26]=1.O.C1(C)C=CC(S(O)(=O)=O)=CC=1.NC1C=C(C=CC=1)C(O)=O.NC1C=CC=CC=1. Product: [CH3:38][C:36]1([CH3:39])[CH2:37][CH:32]([NH:31][C:29]2[C:28]([F:42])=[CH:27][N:26]=[C:25]([NH:1][C:2]3[C:3]([F:22])=[CH:4][C:5]([C@@H:15]4[CH2:17][C@H:16]4[C:18]([F:19])([F:21])[F:20])=[C:6]([N:8]4[C:12](=[O:13])[N:11]([CH3:14])[N:10]=[N:9]4)[CH:7]=3)[N:30]=2)[CH2:33][C:34]([CH3:41])([CH3:40])[NH:35]1. The catalyst class is: 41. (3) Reactant: [F:1][C:2]([F:26])([F:25])[C:3]1[CH:4]=[C:5]([C:9]2[S:13][C:12]([CH2:14][N:15]3[CH:19]=[C:18]([C:20]([O:22]CC)=[O:21])[CH:17]=[N:16]3)=[CH:11][CH:10]=2)[CH:6]=[CH:7][CH:8]=1.[OH-].[Na+].O. Product: [F:25][C:2]([F:1])([F:26])[C:3]1[CH:4]=[C:5]([C:9]2[S:13][C:12]([CH2:14][N:15]3[CH:19]=[C:18]([C:20]([OH:22])=[O:21])[CH:17]=[N:16]3)=[CH:11][CH:10]=2)[CH:6]=[CH:7][CH:8]=1. The catalyst class is: 199. (4) Reactant: [NH2:1][C:2]1[CH:3]=[CH:4][C:5]([OH:12])=[C:6]([CH:11]=1)[C:7]([O:9][CH3:10])=[O:8].C(N(C(C)C)CC)(C)C.Cl[CH2:23][CH2:24][O:25][CH2:26][CH2:27]Cl.[I-].[Na+]. Product: [OH:12][C:5]1[CH:4]=[CH:3][C:2]([N:1]2[CH2:27][CH2:26][O:25][CH2:24][CH2:23]2)=[CH:11][C:6]=1[C:7]([O:9][CH3:10])=[O:8]. The catalyst class is: 11. (5) Reactant: [CH2:1]([NH2:6])[C:2]([CH3:5])([CH3:4])[CH3:3].Cl[C:8]1[C:13]([N+:14]([O-:16])=[O:15])=[CH:12][CH:11]=[C:10]([Cl:17])[N:9]=1.C([O-])([O-])=O.[Na+].[Na+]. Product: [Cl:17][C:10]1[N:9]=[C:8]([NH:6][CH2:1][C:2]([CH3:5])([CH3:4])[CH3:3])[C:13]([N+:14]([O-:16])=[O:15])=[CH:12][CH:11]=1. The catalyst class is: 14. (6) Reactant: [OH:1][C:2]1[CH:7]=[CH:6][C:5]([NH:8][C:9](=[O:11])[CH3:10])=[C:4]([N+:12]([O-:14])=[O:13])[CH:3]=1.Br[CH2:16][CH2:17][CH2:18][CH2:19][CH2:20][C:21]([O:23][CH2:24][CH3:25])=[O:22].C(=O)([O-])[O-].[K+].[K+].CN(C)C=O. Product: [C:9]([NH:8][C:5]1[CH:6]=[CH:7][C:2]([O:1][CH2:16][CH2:17][CH2:18][CH2:19][CH2:20][C:21]([O:23][CH2:24][CH3:25])=[O:22])=[CH:3][C:4]=1[N+:12]([O-:14])=[O:13])(=[O:11])[CH3:10]. The catalyst class is: 25.